This data is from Forward reaction prediction with 1.9M reactions from USPTO patents (1976-2016). The task is: Predict the product of the given reaction. (1) Given the reactants N1C=CN=C1.[C:6]([Si:10]([CH3:13])([CH3:12])Cl)([CH3:9])([CH3:8])[CH3:7].[CH2:14]([OH:17])[C:15]#[CH:16], predict the reaction product. The product is: [C:6]([Si:10]([CH3:13])([CH3:12])[O:17][CH2:14][C:15]#[CH:16])([CH3:9])([CH3:8])[CH3:7]. (2) Given the reactants [N:1]1[CH:6]=[CH:5][C:4]([NH:7][CH2:8][CH:9]2[CH2:14][CH2:13][NH:12][CH2:11][CH2:10]2)=[CH:3][N:2]=1.O=C1CCC(=O)N1[O:22][C:23](=O)[O:24][CH2:25][C:26]1[CH:31]=[CH:30][C:29]([F:32])=[CH:28][CH:27]=1, predict the reaction product. The product is: [F:32][C:29]1[CH:28]=[CH:27][C:26]([CH2:25][O:24][C:23]([N:12]2[CH2:11][CH2:10][CH:9]([CH2:8][NH:7][C:4]3[CH:5]=[CH:6][N:1]=[N:2][CH:3]=3)[CH2:14][CH2:13]2)=[O:22])=[CH:31][CH:30]=1. (3) Given the reactants [OH:1][C:2]1[C:7]([C:8]([OH:10])=[O:9])=[CH:6][CH:5]=[CH:4][N:3]=1.[Br:11]Br, predict the reaction product. The product is: [Br:11][C:5]1[CH:6]=[C:7]([C:8]([OH:10])=[O:9])[C:2]([OH:1])=[N:3][CH:4]=1. (4) Given the reactants [Cl:1][C:2]1[CH:3]=[CH:4][C:5]([OH:22])=[C:6]([CH:21]=1)[C:7]([NH:9][C:10]1[CH:15]=[C:14]([C:16]([F:19])([F:18])[F:17])[CH:13]=[CH:12][C:11]=1[Cl:20])=[O:8].[C:23](Cl)(=[O:25])[CH3:24], predict the reaction product. The product is: [C:23]([O:22][C:5]1[CH:4]=[CH:3][C:2]([Cl:1])=[CH:21][C:6]=1[C:7]([NH:9][C:10]1[CH:15]=[C:14]([C:16]([F:17])([F:19])[F:18])[CH:13]=[CH:12][C:11]=1[Cl:20])=[O:8])(=[O:25])[CH3:24]. (5) Given the reactants [CH3:1][CH:2]([N:4]1[CH2:10][CH2:9][CH2:8][N:7]([C:11]([N:13]2[CH2:16][CH:15]([OH:17])[CH2:14]2)=[O:12])[CH2:6][CH2:5]1)[CH3:3].F[C:19]1[CH:20]=[CH:21][C:22]([C:25]([OH:28])([CH3:27])[CH3:26])=[N:23][CH:24]=1, predict the reaction product. The product is: [CH3:3][CH:2]([N:4]1[CH2:10][CH2:9][CH2:8][N:7]([C:11]([N:13]2[CH2:16][CH:15]([O:17][C:19]3[CH:20]=[CH:21][C:22]([C:25]([OH:28])([CH3:27])[CH3:26])=[N:23][CH:24]=3)[CH2:14]2)=[O:12])[CH2:6][CH2:5]1)[CH3:1].